This data is from Catalyst prediction with 721,799 reactions and 888 catalyst types from USPTO. The task is: Predict which catalyst facilitates the given reaction. Reactant: [CH3:1][C:2]1[C:10]2[NH:9][CH:8]=[N:7][C:6]=2[C:5]([CH3:11])=[CH:4][CH:3]=1.[N+:12]([O-])([OH:14])=[O:13].[OH-].[NH4+]. Product: [CH3:11][C:5]1[C:6]2[NH:7][CH:8]=[N:9][C:10]=2[C:2]([CH3:1])=[CH:3][C:4]=1[N+:12]([O-:14])=[O:13]. The catalyst class is: 65.